This data is from Reaction yield outcomes from USPTO patents with 853,638 reactions. The task is: Predict the reaction yield, written as a fraction of the theoretical maximum amount of product (1.0 means a 100% yield; for example, 0.34 means a 34% yield). (1) The reactants are Br[C:2]1[CH:3]=[C:4]([N:8]2[C:16]3[C:11](=[CH:12][C:13]([CH2:17][N:18]4[CH2:22][CH2:21][CH2:20][CH2:19]4)=[CH:14][CH:15]=3)[C:10]([C:23]([O:25][CH3:26])=[O:24])=[N:9]2)[CH:5]=[CH:6][CH:7]=1.[C:27]([C@:29]1([OH:36])[CH2:33][CH2:32][N:31]([CH3:34])[C:30]1=[O:35])#[CH:28]. No catalyst specified. The product is [OH:36][C@@:29]1([C:27]#[C:28][C:2]2[CH:3]=[C:4]([N:8]3[C:16]4[C:11](=[CH:12][C:13]([CH2:17][N:18]5[CH2:19][CH2:20][CH2:21][CH2:22]5)=[CH:14][CH:15]=4)[C:10]([C:23]([O:25][CH3:26])=[O:24])=[N:9]3)[CH:5]=[CH:6][CH:7]=2)[CH2:33][CH2:32][N:31]([CH3:34])[C:30]1=[O:35]. The yield is 0.830. (2) The reactants are [Br:1][C:2]1[CH:11]=[C:10]2[C:5]([CH2:6][CH2:7][CH2:8][NH:9]2)=[CH:4][CH:3]=1.[C:12](OC(=O)C)(=[O:14])[CH3:13].N1C=CC=CC=1. The catalyst is C(Cl)Cl. The product is [Br:1][C:2]1[CH:11]=[C:10]2[C:5]([CH2:6][CH2:7][CH2:8][N:9]2[C:12](=[O:14])[CH3:13])=[CH:4][CH:3]=1. The yield is 0.910. (3) The product is [Br:13][C:14]1[CH:15]=[C:16]([CH3:21])[C:17]([F:20])=[C:18]([CH:19]=1)[CH:25]=[O:26]. The catalyst is C1COCC1. The reactants are C(NC(C)C)(C)C.C([Li])CCC.[Br:13][C:14]1[CH:19]=[CH:18][C:17]([F:20])=[C:16]([CH3:21])[CH:15]=1.CN([CH:25]=[O:26])C. The yield is 0.640. (4) The reactants are FC(F)(F)C(O)=O.[Cl:8][C:9]1[C:10]([F:39])=[C:11]([CH:15]2[C:19]([C:22]3[CH:27]=[CH:26][C:25]([Cl:28])=[CH:24][CH:23]=3)([C:20]#[N:21])[CH:18]([CH2:29][CH:30]3[CH2:35][CH2:34][CH2:33][CH2:32][CH2:31]3)[NH:17][CH:16]2[C:36]([OH:38])=O)[CH:12]=[CH:13][CH:14]=1.CC1(C)[O:45][C@@H:44]([CH2:46][CH2:47][NH2:48])[CH2:43][O:42]1.CN(C(ON1N=NC2C=CC=NC1=2)=[N+](C)C)C.F[P-](F)(F)(F)(F)F.CCN(C(C)C)C(C)C.Cl. The catalyst is C(Cl)Cl.O1CCCC1. The product is [OH:45][C@H:44]([CH2:43][OH:42])[CH2:46][CH2:47][NH:48][C:36]([CH:16]1[CH:15]([C:11]2[CH:12]=[CH:13][CH:14]=[C:9]([Cl:8])[C:10]=2[F:39])[C:19]([C:22]2[CH:27]=[CH:26][C:25]([Cl:28])=[CH:24][CH:23]=2)([C:20]#[N:21])[CH:18]([CH2:29][CH:30]2[CH2:35][CH2:34][CH2:33][CH2:32][CH2:31]2)[NH:17]1)=[O:38]. The yield is 0.710. (5) The reactants are C([N:5]1[CH2:11][C@@H:10]2[C@@H:7]([CH2:8][C@H:9]2[C:12]2[CH:17]=[CH:16][C:15]([NH:18][S:19]([C:22]3[CH:27]=[CH:26][C:25]([O:28][C:29]([F:32])([F:31])[F:30])=[CH:24][CH:23]=3)(=[O:21])=[O:20])=[CH:14][CH:13]=2)[CH2:6]1)(=O)CC.Cl. The catalyst is C(O)CCC. The product is [CH:7]12[CH2:8][CH:9]([C:12]3[CH:13]=[CH:14][C:15]([NH:18][S:19]([C:22]4[CH:27]=[CH:26][C:25]([O:28][C:29]([F:32])([F:30])[F:31])=[CH:24][CH:23]=4)(=[O:20])=[O:21])=[CH:16][CH:17]=3)[CH:10]1[CH2:11][NH:5][CH2:6]2. The yield is 0.980. (6) The reactants are [Cl:1][C:2]1[CH:3]=[C:4]([C:8]2[C:13]([O:14][CH3:15])=[CH:12][CH:11]=[C:10]([CH2:16][C:17]3[CH:18]=[CH:19][C:20]([N:23]4[CH2:26][CH2:25][C@@H:24]4[C:27]([NH2:29])=[O:28])=[N:21][CH:22]=3)[C:9]=2[F:30])[CH:5]=[CH:6][CH:7]=1.Cl. The catalyst is CCOCC. The product is [ClH:1].[Cl:1][C:2]1[CH:3]=[C:4]([C:8]2[C:13]([O:14][CH3:15])=[CH:12][CH:11]=[C:10]([CH2:16][C:17]3[CH:18]=[CH:19][C:20]([N:23]4[CH2:26][CH2:25][C@@H:24]4[C:27]([NH2:29])=[O:28])=[N:21][CH:22]=3)[C:9]=2[F:30])[CH:5]=[CH:6][CH:7]=1. The yield is 0.980. (7) The reactants are [F:1][C:2]1[CH:3]=[C:4]([CH:29]=[CH:30][CH:31]=1)[O:5][C:6]1[CH:28]=[CH:27][C:9]([O:10][C:11]2[N:19]=[CH:18][C:17]([NH:20][CH:21]3[CH2:26][CH2:25][CH2:24][NH:23][CH2:22]3)=[CH:16][C:12]=2[C:13]([NH2:15])=[O:14])=[CH:8][CH:7]=1.C(N(CC)C(C)C)(C)C.[C:41](Cl)(=[O:45])/[CH:42]=[CH:43]/[CH3:44]. The catalyst is C(Cl)Cl. The product is [C:41]([N:23]1[CH2:24][CH2:25][CH2:26][CH:21]([NH:20][C:17]2[CH:18]=[N:19][C:11]([O:10][C:9]3[CH:27]=[CH:28][C:6]([O:5][C:4]4[CH:29]=[CH:30][CH:31]=[C:2]([F:1])[CH:3]=4)=[CH:7][CH:8]=3)=[C:12]([CH:16]=2)[C:13]([NH2:15])=[O:14])[CH2:22]1)(=[O:45])/[CH:42]=[CH:43]/[CH3:44]. The yield is 0.155. (8) The reactants are [CH3:1][O:2][C:3](=[O:19])[CH:4]([C:9]1[CH:14]=[CH:13][C:12]([N+:15]([O-:17])=[O:16])=[C:11](Br)[CH:10]=1)[C:5]([O:7][CH3:8])=[O:6].[C:20]1(B(O)O)[CH2:25][CH2:24][CH2:23][CH2:22][CH:21]=1.[O-]P([O-])([O-])=O.[K+].[K+].[K+].CCOC(C)=O. The catalyst is CN(C=O)C.C1C=CC([PH+]([C]2[CH][CH][CH][CH]2)C2C=CC=CC=2)=CC=1.C1C=CC([PH+]([C]2[CH][CH][CH][CH]2)C2C=CC=CC=2)=CC=1.C(Cl)Cl.Cl[Pd]Cl.[Fe]. The product is [CH3:1][O:2][C:3](=[O:19])[CH:4]([C:9]1[CH:14]=[CH:13][C:12]([N+:15]([O-:17])=[O:16])=[C:11]([C:20]2[CH2:25][CH2:24][CH2:23][CH2:22][CH:21]=2)[CH:10]=1)[C:5]([O:7][CH3:8])=[O:6]. The yield is 0.700. (9) The reactants are [CH2:1]([C:8]1[CH:9]=[C:10](Cl)[C:11]2[O:20][C:19]3[CH2:18][CH2:17][N:16]([C:21]([O:23][C:24]([CH3:27])([CH3:26])[CH3:25])=[O:22])[CH2:15][C:14]=3[C:12]=2[CH:13]=1)[C:2]1[CH:7]=[CH:6][CH:5]=[CH:4][CH:3]=1.C1([OH:35])C=CC=CC=1. No catalyst specified. The product is [CH2:1]([C:8]1[CH:9]=[C:10]([OH:35])[C:11]2[O:20][C:19]3[CH2:18][CH2:17][N:16]([C:21]([O:23][C:24]([CH3:27])([CH3:26])[CH3:25])=[O:22])[CH2:15][C:14]=3[C:12]=2[CH:13]=1)[C:2]1[CH:7]=[CH:6][CH:5]=[CH:4][CH:3]=1. The yield is 0.710.